This data is from Full USPTO retrosynthesis dataset with 1.9M reactions from patents (1976-2016). The task is: Predict the reactants needed to synthesize the given product. Given the product [F:35][C:29]1[CH:30]=[CH:31][C:32]([F:34])=[CH:33][C:28]=1[CH2:27][NH:26][C:24](=[O:25])[CH:20]([CH3:19])[C:21]([NH:1][CH:2]1[C:8](=[O:9])[N:7]([CH3:10])[C:6]2[CH:11]=[CH:12][CH:13]=[CH:14][C:5]=2[C:4]2[CH:15]=[CH:16][CH:17]=[CH:18][C:3]1=2)=[O:22], predict the reactants needed to synthesize it. The reactants are: [NH2:1][CH:2]1[C:8](=[O:9])[N:7]([CH3:10])[C:6]2[CH:11]=[CH:12][CH:13]=[CH:14][C:5]=2[C:4]2[CH:15]=[CH:16][CH:17]=[CH:18][C:3]1=2.[CH3:19][CH:20]([C:24]([NH:26][CH2:27][C:28]1[CH:33]=[C:32]([F:34])[CH:31]=[CH:30][C:29]=1[F:35])=[O:25])[C:21](O)=[O:22].